From a dataset of NCI-60 drug combinations with 297,098 pairs across 59 cell lines. Regression. Given two drug SMILES strings and cell line genomic features, predict the synergy score measuring deviation from expected non-interaction effect. (1) Drug 1: CC12CCC3C(C1CCC2=O)CC(=C)C4=CC(=O)C=CC34C. Drug 2: CCC(=C(C1=CC=CC=C1)C2=CC=C(C=C2)OCCN(C)C)C3=CC=CC=C3.C(C(=O)O)C(CC(=O)O)(C(=O)O)O. Cell line: A549. Synergy scores: CSS=26.7, Synergy_ZIP=2.55, Synergy_Bliss=4.29, Synergy_Loewe=5.14, Synergy_HSA=5.43. (2) Drug 1: COC1=NC(=NC2=C1N=CN2C3C(C(C(O3)CO)O)O)N. Drug 2: C1CNP(=O)(OC1)N(CCCl)CCCl. Cell line: SR. Synergy scores: CSS=16.0, Synergy_ZIP=-2.63, Synergy_Bliss=-1.26, Synergy_Loewe=-1.80, Synergy_HSA=-0.561. (3) Drug 1: C1C(C(OC1N2C=NC3=C(N=C(N=C32)Cl)N)CO)O. Cell line: NCI/ADR-RES. Drug 2: CN1C2=C(C=C(C=C2)N(CCCl)CCCl)N=C1CCCC(=O)O.Cl. Synergy scores: CSS=38.5, Synergy_ZIP=-1.37, Synergy_Bliss=-5.07, Synergy_Loewe=-39.4, Synergy_HSA=-3.81. (4) Drug 1: CC=C1C(=O)NC(C(=O)OC2CC(=O)NC(C(=O)NC(CSSCCC=C2)C(=O)N1)C(C)C)C(C)C. Drug 2: CN1C2=C(C=C(C=C2)N(CCCl)CCCl)N=C1CCCC(=O)O.Cl. Cell line: COLO 205. Synergy scores: CSS=29.9, Synergy_ZIP=3.89, Synergy_Bliss=3.24, Synergy_Loewe=-35.2, Synergy_HSA=-5.76. (5) Cell line: HOP-92. Drug 1: CC1C(C(=O)NC(C(=O)N2CCCC2C(=O)N(CC(=O)N(C(C(=O)O1)C(C)C)C)C)C(C)C)NC(=O)C3=C4C(=C(C=C3)C)OC5=C(C(=O)C(=C(C5=N4)C(=O)NC6C(OC(=O)C(N(C(=O)CN(C(=O)C7CCCN7C(=O)C(NC6=O)C(C)C)C)C)C(C)C)C)N)C. Synergy scores: CSS=25.0, Synergy_ZIP=0.968, Synergy_Bliss=4.46, Synergy_Loewe=-1.61, Synergy_HSA=1.91. Drug 2: CC1C(C(CC(O1)OC2CC(CC3=C2C(=C4C(=C3O)C(=O)C5=C(C4=O)C(=CC=C5)OC)O)(C(=O)CO)O)N)O.Cl. (6) Drug 1: CC(C)(C#N)C1=CC(=CC(=C1)CN2C=NC=N2)C(C)(C)C#N. Drug 2: C1C(C(OC1N2C=NC(=NC2=O)N)CO)O. Cell line: NCI-H226. Synergy scores: CSS=0.460, Synergy_ZIP=0.908, Synergy_Bliss=1.90, Synergy_Loewe=-0.428, Synergy_HSA=0.235.